Dataset: Catalyst prediction with 721,799 reactions and 888 catalyst types from USPTO. Task: Predict which catalyst facilitates the given reaction. (1) Reactant: [F:1][C:2]([F:16])([F:15])[CH2:3][O:4][C:5]1[CH:10]=[C:9](F)[CH:8]=[CH:7][C:6]=1[N+:12]([O-:14])=[O:13].C([O-])([O-])=O.[K+].[K+].[OH:23][CH:24]1[CH2:29][CH2:28][NH:27][CH2:26][CH2:25]1. Product: [N+:12]([C:6]1[CH:7]=[CH:8][C:9]([N:27]2[CH2:28][CH2:29][CH:24]([OH:23])[CH2:25][CH2:26]2)=[CH:10][C:5]=1[O:4][CH2:3][C:2]([F:16])([F:15])[F:1])([O-:14])=[O:13]. The catalyst class is: 16. (2) Reactant: [C:1]([CH2:3][NH:4][C:5]([C:7]1[C:11]([NH:12][C:13]([C:15]2[CH:20]=[CH:19][CH:18]=[CH:17][N:16]=2)=[O:14])=[CH:10][N:9](C2CCCCO2)[N:8]=1)=[O:6])#[N:2].O.C1(C)C=CC(S(O)(=O)=O)=CC=1.C(O)C.C(=O)([O-])O.[Na+]. Product: [C:1]([CH2:3][NH:4][C:5]([C:7]1[C:11]([NH:12][C:13]([C:15]2[CH:20]=[CH:19][CH:18]=[CH:17][N:16]=2)=[O:14])=[CH:10][NH:9][N:8]=1)=[O:6])#[N:2]. The catalyst class is: 22. (3) Reactant: [CH:1]1[CH:2]=[CH:3][C:4]2[S:15][C:14]3[CH:13]=[CH:12][CH:11]=[CH:10][C:9]=3[N:8]=[C:7]([N:16]3[CH2:21][CH2:20][N:19]([CH2:22][CH2:23][O:24][CH2:25][CH2:26][OH:27])[CH2:18][CH2:17]3)[C:5]=2[CH:6]=1.[S:28](=[O:32])(=[O:31])([OH:30])[OH:29]. Product: [CH:1]1[CH:2]=[CH:3][C:4]2[S:15][C:14]3[CH:13]=[CH:12][CH:11]=[CH:10][C:9]=3[N:8]=[C:7]([N:16]3[CH2:21][CH2:20][N:19]([CH2:22][CH2:23][O:24][CH2:25][CH2:26][OH:27])[CH2:18][CH2:17]3)[C:5]=2[CH:6]=1.[S:28]([O-:32])([O-:31])(=[O:30])=[O:29]. The catalyst class is: 32. (4) Reactant: C([O:5][C:6](=[O:33])[C:7]([S:10][C:11]1[S:12][CH:13]=[C:14]([CH2:16][CH2:17][N:18]([C:26]2[N:31]=[CH:30][C:29](Br)=[CH:28][N:27]=2)[CH2:19][CH2:20][CH2:21][CH2:22][CH2:23][CH2:24][CH3:25])[N:15]=1)([CH3:9])[CH3:8])(C)(C)C.[NH:34]1[CH2:39][CH2:38][CH2:37][CH2:36][CH2:35]1.[F:40][C:41]([F:46])([F:45])[C:42]([OH:44])=[O:43]. Product: [F:40][C:41]([F:46])([F:45])[C:42]([OH:44])=[O:43].[CH2:19]([N:18]([C:26]1[N:31]=[CH:30][C:29]([N:34]2[CH2:39][CH2:38][CH2:37][CH2:36][CH2:35]2)=[CH:28][N:27]=1)[CH2:17][CH2:16][C:14]1[N:15]=[C:11]([S:10][C:7]([CH3:8])([CH3:9])[C:6]([OH:5])=[O:33])[S:12][CH:13]=1)[CH2:20][CH2:21][CH2:22][CH2:23][CH2:24][CH3:25]. The catalyst class is: 4. (5) Reactant: [Cl:1][C:2]1[CH:11]=[CH:10][C:5]([C:6]([O:8][CH3:9])=[O:7])=[CH:4][C:3]=1[NH2:12].C(O[CH:16]=[C:17]([C:23]([O:25][CH2:26][CH3:27])=[O:24])[C:18]([O:20][CH2:21][CH3:22])=[O:19])C. Product: [Cl:1][C:2]1[CH:11]=[CH:10][C:5]([C:6]([O:8][CH3:9])=[O:7])=[CH:4][C:3]=1[NH:12][CH:16]=[C:17]([C:18]([O:20][CH2:21][CH3:22])=[O:19])[C:23]([O:25][CH2:26][CH3:27])=[O:24]. The catalyst class is: 6. (6) Reactant: [Br:1][C:2]1[CH:10]=[C:9]([Cl:11])[CH:8]=[CH:7][C:3]=1[C:4](O)=O.[NH2:12]C(N)=O. Product: [Br:1][C:2]1[CH:10]=[C:9]([Cl:11])[CH:8]=[CH:7][C:3]=1[C:4]#[N:12]. The catalyst class is: 98. (7) Reactant: [N:1]1[CH:6]=[CH:5][C:4]([CH:7]([NH:9][CH:10]=[O:11])[CH3:8])=[CH:3][CH:2]=1.[H][H]. Product: [NH:1]1[CH2:6][CH2:5][CH:4]([CH:7]([NH:9][CH:10]=[O:11])[CH3:8])[CH2:3][CH2:2]1. The catalyst class is: 15. (8) Reactant: Br[C:2]1[CH:7]=[CH:6][CH:5]=[CH:4][N:3]=1.C([Li])CCC.[C:13]([O:17][C:18]([N:20]1[CH2:23][CH:22]([CH:24]=[O:25])[CH2:21]1)=[O:19])([CH3:16])([CH3:15])[CH3:14]. Product: [C:13]([O:17][C:18]([N:20]1[CH2:23][CH:22]([CH:24]([OH:25])[C:2]2[CH:7]=[CH:6][CH:5]=[CH:4][N:3]=2)[CH2:21]1)=[O:19])([CH3:16])([CH3:15])[CH3:14]. The catalyst class is: 28. (9) The catalyst class is: 36. Product: [CH3:3][C:4]1[N:8]2[CH:9]=[CH:10][CH:11]=[CH:12][C:7]2=[N:6][C:5]=1[CH2:13][OH:14]. Reactant: [BH4-].[Na+].[CH3:3][C:4]1[N:8]2[CH:9]=[CH:10][CH:11]=[CH:12][C:7]2=[N:6][C:5]=1[C:13](OC)=[O:14]. (10) Reactant: [I:1][C:2]1[CH:7]=[N:6][NH:5][C:4](=[O:8])[CH:3]=1.C(=O)([O-])[O-].[K+].[K+].[CH2:15](Br)[C:16]1[CH:21]=[CH:20][CH:19]=[CH:18][CH:17]=1. Product: [CH2:15]([N:5]1[C:4](=[O:8])[CH:3]=[C:2]([I:1])[CH:7]=[N:6]1)[C:16]1[CH:21]=[CH:20][CH:19]=[CH:18][CH:17]=1. The catalyst class is: 31.